From a dataset of NCI-60 drug combinations with 297,098 pairs across 59 cell lines. Regression. Given two drug SMILES strings and cell line genomic features, predict the synergy score measuring deviation from expected non-interaction effect. Drug 1: C1=CC(=C2C(=C1NCCNCCO)C(=O)C3=C(C=CC(=C3C2=O)O)O)NCCNCCO. Drug 2: CC12CCC3C(C1CCC2O)C(CC4=C3C=CC(=C4)O)CCCCCCCCCS(=O)CCCC(C(F)(F)F)(F)F. Cell line: SF-295. Synergy scores: CSS=60.7, Synergy_ZIP=-2.24, Synergy_Bliss=-4.01, Synergy_Loewe=-32.0, Synergy_HSA=-3.75.